From a dataset of Forward reaction prediction with 1.9M reactions from USPTO patents (1976-2016). Predict the product of the given reaction. (1) Given the reactants Br[C:2]1[CH:3]=[N:4][C:5]2[N:6]([CH:8]=[C:9]([CH2:11][O:12][C:13]3[CH:14]=[N:15][CH:16]=[C:17]([F:19])[CH:18]=3)[N:10]=2)[CH:7]=1.[F:20][C:21]1[CH:26]=[CH:25][C:24](B(O)O)=[CH:23][CH:22]=1, predict the reaction product. The product is: [F:20][C:21]1[CH:26]=[CH:25][C:24]([C:2]2[CH:3]=[N:4][C:5]3[N:6]([CH:8]=[C:9]([CH2:11][O:12][C:13]4[CH:14]=[N:15][CH:16]=[C:17]([F:19])[CH:18]=4)[N:10]=3)[CH:7]=2)=[CH:23][CH:22]=1. (2) Given the reactants [C:1]([OH:12])(=O)/[CH:2]=[CH:3]/[CH2:4][CH2:5][CH2:6][CH2:7][CH2:8][CH2:9][CH3:10].[CH2:13]([NH2:20])[CH2:14][CH2:15][CH2:16][CH2:17][CH2:18][CH3:19], predict the reaction product. The product is: [CH2:13]([NH:20][C:1](=[O:12])/[CH:2]=[CH:3]/[CH2:4][CH2:5][CH2:6][CH2:7][CH2:8][CH2:9][CH3:10])[CH2:14][CH2:15][CH2:16][CH2:17][CH2:18][CH3:19]. (3) Given the reactants [OH:1][C:2]1[CH:10]=[CH:9][C:8]([O:11][C:12]([F:15])([F:14])[F:13])=[CH:7][C:3]=1[C:4]([OH:6])=[O:5].[Si](C=[N+]=[N-])(C)(C)[CH3:17], predict the reaction product. The product is: [OH:1][C:2]1[CH:10]=[CH:9][C:8]([O:11][C:12]([F:13])([F:14])[F:15])=[CH:7][C:3]=1[C:4]([O:6][CH3:17])=[O:5]. (4) Given the reactants [Cl:1][C:2]1[CH:7]=[CH:6][C:5]([S:8]([CH:11]2[CH2:15][CH2:14][O:13][C:12]2=[O:16])(=[O:10])=[O:9])=[CH:4][CH:3]=1.[H-].[Na+].I[CH3:20], predict the reaction product. The product is: [Cl:1][C:2]1[CH:3]=[CH:4][C:5]([S:8]([C:11]2([CH3:20])[CH2:15][CH2:14][O:13][C:12]2=[O:16])(=[O:10])=[O:9])=[CH:6][CH:7]=1. (5) Given the reactants C([NH:5][S:6]([C:9]1[CH:14]=[CH:13][CH:12]=[C:11]([C:15]2[CH:20]=[CH:19][CH:18]=[C:17]([C:21]3[N:26]=[C:25]([CH3:27])[CH:24]=[C:23]([C:28]4[CH:29]=[N:30][C:31]([C:34]([F:37])([F:36])[F:35])=[CH:32][CH:33]=4)[N:22]=3)[N:16]=2)[CH:10]=1)(=[O:8])=[O:7])(C)(C)C.C(O)(C(F)(F)F)=O, predict the reaction product. The product is: [CH3:27][C:25]1[CH:24]=[C:23]([C:28]2[CH:29]=[N:30][C:31]([C:34]([F:36])([F:37])[F:35])=[CH:32][CH:33]=2)[N:22]=[C:21]([C:17]2[N:16]=[C:15]([C:11]3[CH:10]=[C:9]([S:6]([NH2:5])(=[O:8])=[O:7])[CH:14]=[CH:13][CH:12]=3)[CH:20]=[CH:19][CH:18]=2)[N:26]=1. (6) Given the reactants [O:1]1[CH2:5][CH2:4][C@@H:3]([OH:6])[CH2:2]1.[CH3:7][C:8]1[CH:13]=[CH:12][C:11]([S:14](Cl)(=[O:16])=[O:15])=[CH:10][CH:9]=1, predict the reaction product. The product is: [CH3:7][C:8]1[CH:13]=[CH:12][C:11]([S:14]([O:6][C@@H:3]2[CH2:4][CH2:5][O:1][CH2:2]2)(=[O:16])=[O:15])=[CH:10][CH:9]=1. (7) Given the reactants [Cl:1][C:2]1[C:7]([Cl:8])=[CH:6][C:5]([C:9](=[O:11])[CH3:10])=[C:4]([OH:12])[CH:3]=1.[I:13]N1C(=O)CCC1=O, predict the reaction product. The product is: [Cl:1][C:2]1[C:7]([Cl:8])=[CH:6][C:5]([C:9](=[O:11])[CH3:10])=[C:4]([OH:12])[C:3]=1[I:13]. (8) Given the reactants [CH2:1]([O:5][C:6]1[CH:11]=[CH:10][C:9]([CH2:12][C:13]([O:15][CH3:16])=[O:14])=[CH:8][CH:7]=1)[CH2:2][CH2:3][CH3:4].[H-].[Na+].Br[CH2:20][CH3:21], predict the reaction product. The product is: [CH3:16][O:15][C:13](=[O:14])[CH:12]([C:9]1[CH:8]=[CH:7][C:6]([O:5][CH2:1][CH2:2][CH2:3][CH3:4])=[CH:11][CH:10]=1)[CH2:20][CH3:21]. (9) Given the reactants [NH2:1][C:2]1[CH:3]=[CH:4][C:5]2[O:9][N:8]=[C:7]([CH:10]3[CH2:15][CH2:14][N:13]([C:16]([O:18][C:19]([CH3:22])([CH3:21])[CH3:20])=[O:17])[CH2:12][CH2:11]3)[C:6]=2[CH:23]=1.F[B-](F)(F)F.N1(OC(N(C)C)=[N+](C)C)C2C=CC=CC=2N=N1.C(N(C(C)C)CC)(C)C.[C:55]([C:57]1[CH:58]=[C:59]([CH:63]=[CH:64][CH:65]=1)[C:60](O)=[O:61])#[N:56].C(=O)(O)[O-].[Na+], predict the reaction product. The product is: [C:55]([C:57]1[CH:58]=[C:59]([CH:63]=[CH:64][CH:65]=1)[C:60]([NH:1][C:2]1[CH:3]=[CH:4][C:5]2[O:9][N:8]=[C:7]([CH:10]3[CH2:15][CH2:14][N:13]([C:16]([O:18][C:19]([CH3:20])([CH3:22])[CH3:21])=[O:17])[CH2:12][CH2:11]3)[C:6]=2[CH:23]=1)=[O:61])#[N:56]. (10) Given the reactants Cl.[C:2]([O:5][C@H:6]1[C@H:11]([NH2:12])[C@@H:10]([O:13][C:14](=[O:16])[CH3:15])[C@H:9]([O:17][C:18](=[O:20])[CH3:19])[C@@H:8]([CH2:21][O:22][C:23](=[O:25])[CH3:24])[O:7]1)(=[O:4])[CH3:3].C(N(CC)CC)C.C([O-])(O)=O.[Na+], predict the reaction product. The product is: [C:2]([O:5][C@H:6]1[C@H:11]([NH2:12])[C@@H:10]([O:13][C:14](=[O:16])[CH3:15])[C@H:9]([O:17][C:18](=[O:20])[CH3:19])[C@@H:8]([CH2:21][O:22][C:23](=[O:25])[CH3:24])[O:7]1)(=[O:4])[CH3:3].